Dataset: Full USPTO retrosynthesis dataset with 1.9M reactions from patents (1976-2016). Task: Predict the reactants needed to synthesize the given product. (1) Given the product [F:17][C:18]1[CH:19]=[C:20]([CH:23]=[CH:24][C:25]=1[F:26])[CH2:21][N:1]1[CH2:6][CH2:5][CH:4]([NH:7][C:8]2[S:9][C:10]([C:13]([F:16])([F:14])[F:15])=[N:11][N:12]=2)[CH2:3][CH2:2]1, predict the reactants needed to synthesize it. The reactants are: [NH:1]1[CH2:6][CH2:5][CH:4]([NH:7][C:8]2[S:9][C:10]([C:13]([F:16])([F:15])[F:14])=[N:11][N:12]=2)[CH2:3][CH2:2]1.[F:17][C:18]1[CH:19]=[C:20]([CH:23]=[CH:24][C:25]=1[F:26])[CH2:21]Br.C(N(C(C)C)CC)(C)C. (2) Given the product [Cl:1][C:2]1[CH:7]=[C:6]([F:8])[CH:5]=[CH:4][C:3]=1[C:9]1([C:14]([NH:17][CH2:18][CH2:19][CH2:20][N:21]2[CH2:26][CH2:25][CH:24]([C:27]3[CH:32]=[CH:31][CH:30]=[C:29]([NH:33][C:34]([CH:36]4[CH2:38][CH2:37]4)=[O:35])[CH:28]=3)[CH2:23][CH2:22]2)=[O:16])[CH2:10][CH2:11][CH2:12][CH2:13]1, predict the reactants needed to synthesize it. The reactants are: [Cl:1][C:2]1[CH:7]=[C:6]([F:8])[CH:5]=[CH:4][C:3]=1[C:9]1([C:14]([OH:16])=O)[CH2:13][CH2:12][CH2:11][CH2:10]1.[NH2:17][CH2:18][CH2:19][CH2:20][N:21]1[CH2:26][CH2:25][CH:24]([C:27]2[CH:28]=[C:29]([NH:33][C:34]([CH:36]3[CH2:38][CH2:37]3)=[O:35])[CH:30]=[CH:31][CH:32]=2)[CH2:23][CH2:22]1.